From a dataset of Catalyst prediction with 721,799 reactions and 888 catalyst types from USPTO. Predict which catalyst facilitates the given reaction. (1) Reactant: Cl[C:2]1[C:3](=[O:9])[NH:4][N:5]=[CH:6][C:7]=1[Cl:8].[C:10]1([Mg]Br)[CH:15]=[CH:14][CH:13]=[CH:12][CH:11]=1. Product: [Cl:8][C:7]1[CH:6]=[N:5][NH:4][C:3](=[O:9])[C:2]=1[C:10]1[CH:15]=[CH:14][CH:13]=[CH:12][CH:11]=1. The catalyst class is: 1. (2) The catalyst class is: 18. Product: [CH2:1]([C:8]1[O:9][C:10]([C:13]2[CH:14]=[C:15]3[C:20](=[CH:21][CH:22]=2)[CH:19]=[C:18]([O:23][CH2:24][C:25]2[NH:29][N:28]=[N:27][N:26]=2)[CH:17]=[CH:16]3)=[CH:11][N:12]=1)[C:2]1[CH:7]=[CH:6][CH:5]=[CH:4][CH:3]=1. Reactant: [CH2:1]([C:8]1[O:9][C:10]([C:13]2[CH:14]=[C:15]3[C:20](=[CH:21][CH:22]=2)[CH:19]=[C:18]([O:23][CH2:24][C:25]#[N:26])[CH:17]=[CH:16]3)=[CH:11][N:12]=1)[C:2]1[CH:7]=[CH:6][CH:5]=[CH:4][CH:3]=1.[N-:27]=[N+:28]=[N-:29].[Na+].[Cl-].[NH4+].[OH-].[Na+].Cl. (3) Reactant: [C:1]([O:5][C:6]([C:8]1[S:9][C:10]([C:15]2[CH:20]=[CH:19][CH:18]=[CH:17][CH:16]=2)=[CH:11][C:12]=1[CH:13]=[O:14])=[O:7])([CH3:4])([CH3:3])[CH3:2].CSC.P([O-])(O)(O)=[O:25].[Na+].Cl([O-])=O.[Na+]. Product: [C:1]([O:5][C:6]([C:8]1[S:9][C:10]([C:15]2[CH:20]=[CH:19][CH:18]=[CH:17][CH:16]=2)=[CH:11][C:12]=1[C:13]([OH:25])=[O:14])=[O:7])([CH3:4])([CH3:2])[CH3:3]. The catalyst class is: 20. (4) Reactant: [NH2:1][C:2]1[CH:7]=[CH:6][C:5](Br)=[C:4]([CH3:9])[N:3]=1.[C:10]([O-])([O-])=O.[K+].[K+].CB1OB(C)OB(C)O1.O. Product: [NH2:1][C:2]1[CH:7]=[CH:6][C:5]([CH3:10])=[C:4]([CH3:9])[N:3]=1. The catalyst class is: 368. (5) The catalyst class is: 1. Product: [C:11]([O:10][C:8]([N:5]1[CH2:6][CH2:7][CH:2]([OH:1])[CH2:3][CH2:4]1)=[O:9])([CH3:14])([CH3:13])[CH3:12]. Reactant: [OH:1][CH:2]1[CH2:7][CH2:6][NH:5][CH2:4][CH2:3]1.[C:8](O[C:8]([O:10][C:11]([CH3:14])([CH3:13])[CH3:12])=[O:9])([O:10][C:11]([CH3:14])([CH3:13])[CH3:12])=[O:9]. (6) Reactant: [CH3:1][N:2]([CH2:4][C:5]1[O:9][C:8]([C@H:10]2[CH2:15][CH2:14][C@H:13]([C:16]([O:18]C)=[O:17])[CH2:12][CH2:11]2)=[N:7][N:6]=1)[CH3:3].[OH-].[Na+]. Product: [CH3:3][N:2]([CH2:4][C:5]1[O:9][C:8]([C@H:10]2[CH2:15][CH2:14][C@H:13]([C:16]([OH:18])=[O:17])[CH2:12][CH2:11]2)=[N:7][N:6]=1)[CH3:1]. The catalyst class is: 5. (7) Reactant: [CH:1]1([NH:4][C:5]([C:7]2[CH:8]=[CH:9][C:10]([CH3:25])=[C:11]([NH:13][C:14](=[O:24])[C:15]3[CH:20]=[C:19]([F:21])[C:18](F)=[C:17]([F:23])[CH:16]=3)[CH:12]=2)=[O:6])[CH2:3][CH2:2]1.[N:26]1[CH:31]=[CH:30][CH:29]=[CH:28][C:27]=1[CH2:32][OH:33].CC(C)([O-])C.[K+]. Product: [CH:1]1([NH:4][C:5]([C:7]2[CH:8]=[CH:9][C:10]([CH3:25])=[C:11]([NH:13][C:14](=[O:24])[C:15]3[CH:20]=[C:19]([F:21])[C:18]([O:33][CH2:32][C:27]4[CH:28]=[CH:29][CH:30]=[CH:31][N:26]=4)=[C:17]([F:23])[CH:16]=3)[CH:12]=2)=[O:6])[CH2:3][CH2:2]1. The catalyst class is: 514.